Dataset: NCI-60 drug combinations with 297,098 pairs across 59 cell lines. Task: Regression. Given two drug SMILES strings and cell line genomic features, predict the synergy score measuring deviation from expected non-interaction effect. (1) Drug 1: C1C(C(OC1N2C=NC3=C(N=C(N=C32)Cl)N)CO)O. Drug 2: CN(C(=O)NC(C=O)C(C(C(CO)O)O)O)N=O. Cell line: NCI-H226. Synergy scores: CSS=-2.33, Synergy_ZIP=-0.124, Synergy_Bliss=-2.43, Synergy_Loewe=-4.92, Synergy_HSA=-4.91. (2) Drug 1: CC1=CC=C(C=C1)C2=CC(=NN2C3=CC=C(C=C3)S(=O)(=O)N)C(F)(F)F. Drug 2: CCC1(C2=C(COC1=O)C(=O)N3CC4=CC5=C(C=CC(=C5CN(C)C)O)N=C4C3=C2)O.Cl. Cell line: TK-10. Synergy scores: CSS=18.7, Synergy_ZIP=-7.42, Synergy_Bliss=-5.43, Synergy_Loewe=-49.6, Synergy_HSA=-3.50. (3) Drug 1: CCC1(CC2CC(C3=C(CCN(C2)C1)C4=CC=CC=C4N3)(C5=C(C=C6C(=C5)C78CCN9C7C(C=CC9)(C(C(C8N6C=O)(C(=O)OC)O)OC(=O)C)CC)OC)C(=O)OC)O.OS(=O)(=O)O. Drug 2: C1CN(CCN1C(=O)CCBr)C(=O)CCBr. Cell line: SF-268. Synergy scores: CSS=6.17, Synergy_ZIP=-6.03, Synergy_Bliss=-1.73, Synergy_Loewe=-1.86, Synergy_HSA=-1.59. (4) Drug 1: CCC1=C2CN3C(=CC4=C(C3=O)COC(=O)C4(CC)O)C2=NC5=C1C=C(C=C5)O. Drug 2: C1=CN(C=N1)CC(O)(P(=O)(O)O)P(=O)(O)O. Cell line: T-47D. Synergy scores: CSS=20.8, Synergy_ZIP=-2.86, Synergy_Bliss=-3.10, Synergy_Loewe=-17.0, Synergy_HSA=-2.78. (5) Drug 2: C1=NNC2=C1C(=O)NC=N2. Synergy scores: CSS=4.61, Synergy_ZIP=0.480, Synergy_Bliss=2.35, Synergy_Loewe=2.61, Synergy_HSA=0.0442. Cell line: MCF7. Drug 1: CCCCCOC(=O)NC1=NC(=O)N(C=C1F)C2C(C(C(O2)C)O)O.